This data is from Catalyst prediction with 721,799 reactions and 888 catalyst types from USPTO. The task is: Predict which catalyst facilitates the given reaction. (1) Reactant: [NH2:1][C:2]1[C:7]([F:8])=[CH:6][C:5]([C:9]2[N:13]([CH3:14])[C:12]([C:15]#[N:16])=[CH:11][CH:10]=2)=[C:4]([F:17])[CH:3]=1.[CH3:18][S:19](Cl)(=[O:21])=[O:20].O. Product: [C:15]([C:12]1[N:13]([CH3:14])[C:9]([C:5]2[C:4]([F:17])=[CH:3][C:2]([NH:1][S:19]([CH3:18])(=[O:21])=[O:20])=[C:7]([F:8])[CH:6]=2)=[CH:10][CH:11]=1)#[N:16]. The catalyst class is: 300. (2) Reactant: [Cl-].[Ca+2].[Cl-].[N+:4]([C:7]1[CH:8]=[C:9]([CH:31]=[CH:32][CH:33]=1)[O:10][CH2:11][C:12]1[CH:17]=[CH:16][C:15]([CH:18]2[CH2:23][CH2:22][N:21]([C:24]([O:26][C:27]([CH3:30])([CH3:29])[CH3:28])=[O:25])[CH2:20][CH2:19]2)=[CH:14][N:13]=1)([O-])=O. Product: [NH2:4][C:7]1[CH:8]=[C:9]([CH:31]=[CH:32][CH:33]=1)[O:10][CH2:11][C:12]1[CH:17]=[CH:16][C:15]([CH:18]2[CH2:23][CH2:22][N:21]([C:24]([O:26][C:27]([CH3:29])([CH3:30])[CH3:28])=[O:25])[CH2:20][CH2:19]2)=[CH:14][N:13]=1. The catalyst class is: 490. (3) Reactant: [CH3:1][CH:2]1[C:7](=[O:8])[NH:6][C:5](=[O:9])[NH:4][C:3]1=[O:10].[Na].[C:12]([O:16][C:17]([NH:19][OH:20])=[O:18])([CH3:15])([CH3:14])[CH3:13].I([O-])(=O)(=O)=O.[Na+]. Product: [C:12]([O:16][C:17]([N:19]([OH:20])[C:2]1([CH3:1])[C:7](=[O:8])[NH:6][C:5](=[O:9])[NH:4][C:3]1=[O:10])=[O:18])([CH3:15])([CH3:14])[CH3:13]. The catalyst class is: 8. (4) Reactant: [CH3:1][N:2]1[C:6]([C:7]2[CH:19]=[N:18][C:17]3[C:16]4[CH:15]=[CH:14][C:13]([C:20](O)([CH3:22])[CH3:21])=[C:12]([F:24])[C:11]=4[N:10]([C@H:25]([C:32]4[CH:37]=[CH:36][CH:35]=[CH:34][CH:33]=4)[CH:26]4[CH2:31][CH2:30][O:29][CH2:28][CH2:27]4)[C:9]=3[CH:8]=2)=[C:5]([CH3:38])[N:4]=[N:3]1.C(N(S(F)(F)[F:45])CC)C.C([O-])(O)=O.[Na+]. Product: [F:24][C:12]1[C:11]2[N:10]([C@@H:25]([CH:26]3[CH2:31][CH2:30][O:29][CH2:28][CH2:27]3)[C:32]3[CH:33]=[CH:34][CH:35]=[CH:36][CH:37]=3)[C:9]3[CH:8]=[C:7]([C:6]4[N:2]([CH3:1])[N:3]=[N:4][C:5]=4[CH3:38])[CH:19]=[N:18][C:17]=3[C:16]=2[CH:15]=[CH:14][C:13]=1[C:20]([F:45])([CH3:21])[CH3:22]. The catalyst class is: 4. (5) Reactant: [Br:1][C:2]1[CH:7]=[CH:6][C:5]([Br:8])=[CH:4][C:3]=1Br.[C:10]1(=[O:14])[CH2:13][CH2:12][CH2:11]1.[NH4+].[Cl-]. Product: [Br:1][C:2]1[CH:7]=[CH:6][C:5]([Br:8])=[CH:4][C:3]=1[C:10]1([OH:14])[CH2:13][CH2:12][CH2:11]1. The catalyst class is: 1. (6) Reactant: Cl[C:2]1[N:7]=[CH:6][C:5]([O:8][C:9]2[CH:14]=[CH:13][C:12]([S:15]([NH:18][C:19]3[S:20][CH:21]=[CH:22][N:23]=3)(=[O:17])=[O:16])=[CH:11][C:10]=2[C:24]#[N:25])=[C:4]([C:26]2[CH:30]=[CH:29][O:28][CH:27]=2)[CH:3]=1.[F:31][C:32]1[CH:33]=[C:34](B(O)O)[CH:35]=[CH:36][CH:37]=1.C([O-])([O-])=O.[Na+].[Na+].O. Product: [C:24]([C:10]1[CH:11]=[C:12]([S:15]([NH:18][C:19]2[S:20][CH:21]=[CH:22][N:23]=2)(=[O:17])=[O:16])[CH:13]=[CH:14][C:9]=1[O:8][C:5]1[CH:6]=[N:7][C:2]([C:36]2[CH:35]=[CH:34][CH:33]=[C:32]([F:31])[CH:37]=2)=[CH:3][C:4]=1[C:26]1[CH:30]=[CH:29][O:28][CH:27]=1)#[N:25]. The catalyst class is: 77. (7) Reactant: [CH2:1]([C:4]1[C:5]([OH:13])=[CH:6][C:7]2[O:11][CH2:10][CH2:9][C:8]=2[CH:12]=1)[CH2:2][CH3:3].C(=O)([O-])[O-].[K+].[K+].Br[CH2:21][C:22]#[C:23][CH3:24]. Product: [CH2:21]([O:13][C:5]1[C:4]([CH2:1][CH2:2][CH3:3])=[CH:12][C:8]2[CH2:9][CH2:10][O:11][C:7]=2[CH:6]=1)[C:22]#[C:23][CH3:24]. The catalyst class is: 21. (8) Reactant: [C:1]([O:5][C:6]([N:8]1[C:17]2[C:12](=[CH:13][CH:14]=[CH:15][CH:16]=2)[CH:11]=[CH:10][C:9]1([CH3:19])[CH3:18])=[O:7])([CH3:4])([CH3:3])[CH3:2].B.C1C[O:24]CC1.C1C=C[NH+]=CC=1.[O-][Cr](Cl)(=O)=O. Product: [C:1]([O:5][C:6]([N:8]1[C:17]2[C:12](=[CH:13][CH:14]=[CH:15][CH:16]=2)[C:11](=[O:24])[CH2:10][C:9]1([CH3:19])[CH3:18])=[O:7])([CH3:4])([CH3:2])[CH3:3]. The catalyst class is: 76.